From a dataset of Reaction yield outcomes from USPTO patents with 853,638 reactions. Predict the reaction yield, written as a fraction of the theoretical maximum amount of product (1.0 means a 100% yield; for example, 0.34 means a 34% yield). (1) The reactants are [Br:1][C:2]1[CH:3]=[C:4]([OH:13])[CH:5]=[CH:6][C:7]=1[O:8][C:9]([F:12])([F:11])[F:10].[CH2:14](I)[CH3:15].C(=O)([O-])[O-].[K+].[K+]. The catalyst is CC(C)=O. The product is [Br:1][C:2]1[CH:3]=[C:4]([O:13][CH2:14][CH3:15])[CH:5]=[CH:6][C:7]=1[O:8][C:9]([F:11])([F:12])[F:10]. The yield is 0.800. (2) The reactants are [Br:1][C:2]1[CH:7]=[CH:6][CH:5]=[CH:4][C:3]=1[NH:8][N:9]=[C:10]([C:15]#[N:16])[C:11]([NH:13][CH3:14])=[O:12].[Cl-:17].[Al+3].[Cl-].[Cl-].Cl. The catalyst is C1(C)C=CC=CC=1. The product is [ClH:17].[NH2:16][C:15]1[C:4]2[C:3](=[C:2]([Br:1])[CH:7]=[CH:6][CH:5]=2)[N:8]=[N:9][C:10]=1[C:11]([NH:13][CH3:14])=[O:12]. The yield is 0.900. (3) The reactants are OC1C(C(C2C=CC=CC=2)(C)C)=NC2C([C:11]=1[C:12]([OH:14])=[O:13])=CC=C1CCCCC=21.[CH:28]([C:31]1[CH:32]=[CH:33][CH:34]=[C:35]2[C:39]=1[NH:38][C:37](=O)[C:36]2=[O:41])([CH3:30])[CH3:29].OCC(=O)[CH:45]([C:49]1[CH:54]=[CH:53][CH:52]=[CH:51][CH:50]=1)[CH:46]([CH3:48])[CH3:47]. No catalyst specified. The product is [OH:41][C:36]1[C:37]([CH:45]([C:49]2[CH:50]=[CH:51][CH:52]=[CH:53][CH:54]=2)[CH:46]([CH3:47])[CH3:48])=[N:38][C:39]2[C:35]([C:11]=1[C:12]([OH:14])=[O:13])=[CH:34][CH:33]=[CH:32][C:31]=2[CH:28]([CH3:29])[CH3:30]. The yield is 0.0350. (4) The reactants are CN(C=O)C.O.[CH:7]([O:9]CCCC)=[CH2:8].C1(P(C2C=CC=CC=2)CCCP(C2C=CC=CC=2)C2C=CC=CC=2)C=CC=CC=1.Br[C:44]1[CH:45]=[C:46]2[C:55](=[C:56]3[C:61]=1[CH:60]=[CH:59][CH:58]=[N:57]3)[NH:54][S:53](=[O:63])(=[O:62])[C:52]1[C:47]2=[CH:48][CH:49]=[CH:50][CH:51]=1. The catalyst is C1COCC1.Cl.CCOC(C)=O.CC([O-])=O.CC([O-])=O.[Pd+2]. The product is [O:62]=[S:53]1(=[O:63])[C:52]2[C:47](=[CH:48][CH:49]=[CH:50][CH:51]=2)[C:46]2[C:55](=[C:56]3[C:61](=[C:44]([C:7](=[O:9])[CH3:8])[CH:45]=2)[CH:60]=[CH:59][CH:58]=[N:57]3)[NH:54]1. The yield is 0.240. (5) The reactants are [CH3:1][O:2][C:3](=[O:31])[C:4]1[CH:9]=[CH:8][C:7]([CH2:10][N:11]2[CH:15]=[C:14]([C:16]3[CH:21]=[CH:20][C:19]([Cl:22])=[CH:18][C:17]=3[Cl:23])[N:13]=[C:12]2[C:24]2[CH:29]=[CH:28][C:27](Br)=[CH:26][CH:25]=2)=[CH:6][CH:5]=1.[CH3:32][S:33]([C:36]1[CH:37]=[C:38](B(O)O)[CH:39]=[CH:40][CH:41]=1)(=[O:35])=[O:34]. No catalyst specified. The product is [CH3:1][O:2][C:3](=[O:31])[C:4]1[CH:9]=[CH:8][C:7]([CH2:10][N:11]2[CH:15]=[C:14]([C:16]3[CH:21]=[CH:20][C:19]([Cl:22])=[CH:18][C:17]=3[Cl:23])[N:13]=[C:12]2[C:24]2[CH:29]=[CH:28][C:27]([C:40]3[CH:39]=[CH:38][CH:37]=[C:36]([S:33]([CH3:32])(=[O:35])=[O:34])[CH:41]=3)=[CH:26][CH:25]=2)=[CH:6][CH:5]=1. The yield is 0.710. (6) The reactants are [CH3:1][C:2]1[C:6]([C:7]2[C:15]3[O:16][CH2:17][CH:18]([C:19]4[CH:24]=[CH:23][CH:22]=[CH:21][CH:20]=4)[N:13]4[C:14]=3[C:10]([CH:11]=[N:12]4)=[CH:9][CH:8]=2)=[C:5]([CH3:25])[O:4][N:3]=1.[Br:26]N1C(=O)CCC1=O. The catalyst is C(#N)C.CCOC(C)=O. The product is [Br:26][C:9]1[CH:8]=[C:7]([C:6]2[C:2]([CH3:1])=[N:3][O:4][C:5]=2[CH3:25])[C:15]2[O:16][CH2:17][CH:18]([C:19]3[CH:20]=[CH:21][CH:22]=[CH:23][CH:24]=3)[N:13]3[C:14]=2[C:10]=1[CH:11]=[N:12]3. The yield is 0.700. (7) The reactants are C(OCC)(=O)C.[CH2:7]([O:14][C:15]([NH:17][C@@H:18]([CH2:27][C:28]1[CH:33]=[CH:32][CH:31]=[CH:30][CH:29]=1)[C@H:19]([OH:26])[CH2:20][NH:21][CH2:22][CH:23]([CH3:25])[CH3:24])=[O:16])[C:8]1[CH:13]=[CH:12][CH:11]=[CH:10][CH:9]=1.C(N(CC)CC)C.[N+:41]([C:44]1[CH:49]=[CH:48][C:47]([S:50](Cl)(=[O:52])=[O:51])=[CH:46][CH:45]=1)([O-:43])=[O:42]. The catalyst is O. The product is [CH2:7]([O:14][C:15]([NH:17][C@@H:18]([CH2:27][C:28]1[CH:29]=[CH:30][CH:31]=[CH:32][CH:33]=1)[C@H:19]([OH:26])[CH2:20][N:21]([CH2:22][CH:23]([CH3:25])[CH3:24])[S:50]([C:47]1[CH:46]=[CH:45][C:44]([N+:41]([O-:43])=[O:42])=[CH:49][CH:48]=1)(=[O:51])=[O:52])=[O:16])[C:8]1[CH:9]=[CH:10][CH:11]=[CH:12][CH:13]=1. The yield is 0.948. (8) The reactants are Br[C:2]1[N:3]=[CH:4][C:5]([NH:8][C:9](=[O:15])[O:10][C:11]([CH3:14])([CH3:13])[CH3:12])=[N:6][CH:7]=1.C[C:17](C)([C:21]([O-:23])=[O:22])C([O-])=O.N1C=CC=C[C:26]=1C(O)=O.C(=O)([O-])[O-].[Cs+].[Cs+]. The product is [C:11]([O:10][C:9]([NH:8][C:5]1[N:6]=[CH:7][C:2]([CH2:17][C:21]([O:23][CH3:26])=[O:22])=[N:3][CH:4]=1)=[O:15])([CH3:14])([CH3:13])[CH3:12]. The yield is 0.300. The catalyst is O1CCOCC1.C(OCC)(=O)C.[Cu]I. (9) The reactants are O[CH2:2][C:3]1[CH:4]=[C:5]([CH:9]=[O:10])[S:6][C:7]=1[CH3:8].C1C=CC(P(C2C=CC=CC=2)C2C=CC=CC=2)=CC=1.C(Br)(Br)(Br)[Br:31]. The catalyst is C(Cl)Cl. The product is [Br:31][CH2:2][C:3]1[CH:4]=[C:5]([CH:9]=[O:10])[S:6][C:7]=1[CH3:8]. The yield is 0.820.